Predict the reaction yield, written as a fraction of the theoretical maximum amount of product (1.0 means a 100% yield; for example, 0.34 means a 34% yield). From a dataset of Reaction yield outcomes from USPTO patents with 853,638 reactions. (1) The reactants are [F:1][C:2]([F:21])([F:20])[O:3][C:4]1[CH:9]=[CH:8][C:7]([C:10]2[CH:18]=[CH:17][CH:16]=[C:15]3[C:11]=2[CH2:12][C:13](=[O:19])[NH:14]3)=[CH:6][CH:5]=1.[N:22]1([CH2:27][CH2:28][NH:29][C:30]([C:32]2[C:36]([CH3:37])=[C:35]([CH:38]=O)[NH:34][C:33]=2[CH3:40])=[O:31])[CH:26]=[CH:25][N:24]=[N:23]1. The catalyst is C(O)C.N1CCCCC1. The product is [N:22]1([CH2:27][CH2:28][NH:29][C:30]([C:32]2[C:36]([CH3:37])=[C:35]([CH:38]=[C:12]3[C:11]4[C:15](=[CH:16][CH:17]=[CH:18][C:10]=4[C:7]4[CH:6]=[CH:5][C:4]([O:3][C:2]([F:1])([F:20])[F:21])=[CH:9][CH:8]=4)[NH:14][C:13]3=[O:19])[NH:34][C:33]=2[CH3:40])=[O:31])[CH:26]=[CH:25][N:24]=[N:23]1. The yield is 0.370. (2) The reactants are Cl.C(N=C=NCCCN(C)C)C.[C:13]1([NH:19][CH2:20][CH2:21][C:22]([O:24][CH3:25])=[O:23])[CH:18]=[CH:17][CH:16]=[CH:15][CH:14]=1.[CH3:26][C:27]1[CH:58]=[CH:57][CH:56]=[C:55]([CH3:59])[C:28]=1[O:29][C:30]1[CH:31]=[C:32]([CH:36]=[CH:37][C:38]=1[C:39]1[C:40]2[CH:49]=[C:48]([C:50](=[O:54])[NH:51][CH2:52][CH3:53])[NH:47][C:41]=2[C:42](=[O:46])[N:43]([CH3:45])[CH:44]=1)[C:33](O)=[O:34]. No catalyst specified. The product is [CH3:59][C:55]1[CH:56]=[CH:57][CH:58]=[C:27]([CH3:26])[C:28]=1[O:29][C:30]1[CH:31]=[C:32]([CH:36]=[CH:37][C:38]=1[C:39]1[C:40]2[CH:49]=[C:48]([C:50](=[O:54])[NH:51][CH2:52][CH3:53])[NH:47][C:41]=2[C:42](=[O:46])[N:43]([CH3:45])[CH:44]=1)[C:33]([N:19]([C:13]1[CH:18]=[CH:17][CH:16]=[CH:15][CH:14]=1)[CH2:20][CH2:21][C:22]([O:24][CH3:25])=[O:23])=[O:34]. The yield is 0.810. (3) The reactants are [F:1][C:2]1[CH:7]=[CH:6][C:5]([C:8]2[S:12][C:11]([CH:13]=[O:14])=[N:10][CH:9]=2)=[CH:4][CH:3]=1.[CH3:15][CH2:16][Mg+].[Br-]. No catalyst specified. The product is [F:1][C:2]1[CH:3]=[CH:4][C:5]([C:8]2[S:12][C:11]([CH:13]([OH:14])[CH2:15][CH3:16])=[N:10][CH:9]=2)=[CH:6][CH:7]=1. The yield is 0.730. (4) The reactants are [OH:1][C:2]1[C:9]([O:10][CH3:11])=[C:8]([N+:12]([O-:14])=[O:13])[CH:7]=[CH:6][C:3]=1[CH:4]=[O:5].[C:15](=O)([O-])[O-].[K+].[K+].CI. The catalyst is CN(C=O)C. The product is [CH3:15][O:1][C:2]1[C:9]([O:10][CH3:11])=[C:8]([N+:12]([O-:14])=[O:13])[CH:7]=[CH:6][C:3]=1[CH:4]=[O:5]. The yield is 0.740. (5) The reactants are C(OC([N:8]1[CH2:13][CH2:12][N:11]([CH2:14][CH2:15][O:16][C:17]2[CH:22]=[CH:21][CH:20]=[CH:19][C:18]=2[F:23])[CH2:10][CH2:9]1)=O)(C)(C)C.FC(F)(F)C(O)=O. The catalyst is ClCCl. The product is [F:23][C:18]1[CH:19]=[CH:20][CH:21]=[CH:22][C:17]=1[O:16][CH2:15][CH2:14][N:11]1[CH2:10][CH2:9][NH:8][CH2:13][CH2:12]1. The yield is 0.840. (6) The reactants are C1C=CC2N(O)N=NC=2C=1.CCN(C(C)C)C(C)C.[C:20]1([C:26]2[O:30][N:29]=[C:28]([C:31]([OH:33])=O)[CH:27]=2)[CH:25]=[CH:24][CH:23]=[CH:22][CH:21]=1.CCN=C=NCCCN(C)C.Cl.[NH2:46][CH2:47][C:48]([N:50]1[CH2:55][CH2:54][N:53]([C:56](=[O:68])[C:57]2[CH:62]=[C:61]([F:63])[CH:60]=[CH:59][C:58]=2[C:64]([F:67])([F:66])[F:65])[CH2:52][CH2:51]1)=[O:49]. The catalyst is CN(C=O)C.O. The product is [F:63][C:61]1[CH:60]=[CH:59][C:58]([C:64]([F:66])([F:65])[F:67])=[C:57]([CH:62]=1)[C:56]([N:53]1[CH2:54][CH2:55][N:50]([C:48](=[O:49])[CH2:47][NH:46][C:31]([C:28]2[CH:27]=[C:26]([C:20]3[CH:21]=[CH:22][CH:23]=[CH:24][CH:25]=3)[O:30][N:29]=2)=[O:33])[CH2:51][CH2:52]1)=[O:68]. The yield is 0.491. (7) The reactants are [Cl:1][C:2]1[CH:10]=[C:9]2[C:5]([C@@:6]3([C:19]4([CH2:24][CH2:23][C:22]([CH3:26])([CH3:25])[CH2:21][CH2:20]4)[N:18]4[C@@H:13]([C:14](=[O:39])[O:15][C@@H:16]([C:33]5[CH:38]=[CH:37][CH:36]=[CH:35][CH:34]=5)[C@H:17]4[C:27]4[CH:32]=[CH:31][CH:30]=[CH:29][CH:28]=4)[C@@H:12]3[C:40]3[CH:45]=[CH:44][N:43]=[C:42]([Cl:46])[C:41]=3[F:47])[C:7](=[O:11])[NH:8]2)=[CH:4][CH:3]=1.C(=O)([O-])[O-:49].[K+].[K+].S([O-])([O-])(=O)=O.[Mg+2]. The catalyst is C(#N)C.O. The product is [Cl:1][C:2]1[CH:10]=[C:9]2[C:5]([C:6]3([C@@H:12]([C:40]4[CH:45]=[CH:44][N:43]=[C:42]([Cl:46])[C:41]=4[F:47])[C@H:13]([C:14]([OH:49])=[O:39])[N:18]([C@H:17]([C:27]4[CH:32]=[CH:31][CH:30]=[CH:29][CH:28]=4)[C@@H:16]([OH:15])[C:33]4[CH:38]=[CH:37][CH:36]=[CH:35][CH:34]=4)[C:19]43[CH2:24][CH2:23][C:22]([CH3:26])([CH3:25])[CH2:21][CH2:20]4)[C:7](=[O:11])[NH:8]2)=[CH:4][CH:3]=1. The yield is 1.00. (8) The reactants are C(NC(C)C)(C)C.C([Li])CCC.[Cl:13][C:14]1[CH:19]=[CH:18][N:17]=[CH:16][C:15]=1[F:20].CN([CH:24]=[O:25])C. The catalyst is C1COCC1. The product is [Cl:13][C:14]1[C:15]([F:20])=[CH:16][N:17]=[CH:18][C:19]=1[CH:24]=[O:25]. The yield is 0.840. (9) The reactants are [O:1]=[C:2]1[C:10]2[CH:9]=[C:8]3[O:11][CH2:12][O:13][C:7]3=[CH:6][C:5]=2[CH2:4][N:3]1[CH2:14][CH2:15][CH:16]1[CH2:21][CH2:20][N:19](C(OC(C)(C)C)=O)[CH2:18][CH2:17]1.[ClH:29]. The catalyst is C(OCC)(=O)C. The product is [ClH:29].[NH:19]1[CH2:20][CH2:21][CH:16]([CH2:15][CH2:14][N:3]2[C:2](=[O:1])[C:10]3[CH:9]=[C:8]4[O:11][CH2:12][O:13][C:7]4=[CH:6][C:5]=3[CH2:4]2)[CH2:17][CH2:18]1. The yield is 0.843. (10) The yield is 0.780. The catalyst is O1CCCC1. The reactants are [H-].[Al+3].[Li+].[H-].[H-].[H-].C[O:8][C:9](=O)[C:10]1[CH:15]=[C:14]([O:16][C:17]2[CH:22]=[CH:21][CH:20]=[CH:19][CH:18]=2)[CH:13]=[N:12][CH:11]=1.O.[OH-].[Na+]. The product is [O:16]([C:14]1[CH:15]=[C:10]([CH2:9][OH:8])[CH:11]=[N:12][CH:13]=1)[C:17]1[CH:18]=[CH:19][CH:20]=[CH:21][CH:22]=1.